Predict which catalyst facilitates the given reaction. From a dataset of Catalyst prediction with 721,799 reactions and 888 catalyst types from USPTO. (1) Reactant: [CH3:1][C:2]1[N:29]=[C:5]2[NH:6][C:7](=[O:28])[C:8]([CH2:13][C:14]3[CH:19]=[CH:18][C:17]([C:20]4[C:21]([C:26]#[N:27])=[CH:22][CH:23]=[CH:24][CH:25]=4)=[CH:16][CH:15]=3)=[C:9]([CH2:10][CH2:11][CH3:12])[N:4]2[N:3]=1.Br[CH2:31][CH:32]([OH:37])[C:33]([F:36])([F:35])[F:34].C(=O)([O-])[O-].[Cs+].[Cs+].CN(C)C(=O)C. Product: [CH3:1][C:2]1[N:29]=[C:5]2[N:6]([CH2:31][CH:32]([OH:37])[C:33]([F:36])([F:35])[F:34])[C:7](=[O:28])[C:8]([CH2:13][C:14]3[CH:19]=[CH:18][C:17]([C:20]4[C:21]([C:26]#[N:27])=[CH:22][CH:23]=[CH:24][CH:25]=4)=[CH:16][CH:15]=3)=[C:9]([CH2:10][CH2:11][CH3:12])[N:4]2[N:3]=1. The catalyst class is: 13. (2) Reactant: Cl[C:2]1[N:7]=[C:6]([C:8]2[N:12]3[CH:13]=[CH:14][CH:15]=[CH:16][C:11]3=[N:10][C:9]=2[C:17]2[CH:18]=[CH:19][C:20]([O:34][CH3:35])=[C:21]([CH:33]=2)[C:22]([NH:24][C:25]2[C:30]([F:31])=[CH:29][CH:28]=[CH:27][C:26]=2[F:32])=[O:23])[CH:5]=[CH:4][N:3]=1.[CH2:36]([O:38][C:39]1[CH:45]=[C:44]([N:46]2[CH2:51][CH2:50][N:49]([CH2:52][CH2:53][CH3:54])[CH2:48][CH2:47]2)[CH:43]=[CH:42][C:40]=1[NH2:41])[CH3:37].C1(C)C=CC(S(O)(=O)=O)=CC=1.C[O-].[Na+]. Product: [F:32][C:26]1[CH:27]=[CH:28][CH:29]=[C:30]([F:31])[C:25]=1[NH:24][C:22](=[O:23])[C:21]1[CH:33]=[C:17]([C:9]2[N:10]=[C:11]3[CH:16]=[CH:15][CH:14]=[CH:13][N:12]3[C:8]=2[C:6]2[CH:5]=[CH:4][N:3]=[C:2]([NH:41][C:40]3[CH:42]=[CH:43][C:44]([N:46]4[CH2:51][CH2:50][N:49]([CH2:52][CH2:53][CH3:54])[CH2:48][CH2:47]4)=[CH:45][C:39]=3[O:38][CH2:36][CH3:37])[N:7]=2)[CH:18]=[CH:19][C:20]=1[O:34][CH3:35]. The catalyst class is: 41. (3) Reactant: [CH3:1][O:2][C:3]1[CH:8]=[CH:7][C:6]([CH:9]2[O:14][C@H:13]3[CH2:15][C@H:16]([NH2:18])[CH2:17][C@H:12]3[CH2:11][O:10]2)=[CH:5][CH:4]=1.[Cl:19][C:20]1[CH:25]=[C:24](Cl)[N:23]=[CH:22][N:21]=1.CCN(C(C)C)C(C)C. Product: [Cl:19][C:20]1[N:21]=[CH:22][N:23]=[C:24]([NH:18][C@H:16]2[CH2:15][C@@H:13]3[O:14][CH:9]([C:6]4[CH:5]=[CH:4][C:3]([O:2][CH3:1])=[CH:8][CH:7]=4)[O:10][CH2:11][C@@H:12]3[CH2:17]2)[CH:25]=1. The catalyst class is: 14. (4) Reactant: [NH2:1][C@H:2]1[CH2:6][CH2:5][N:4]([CH:7]2[CH2:12][CH2:11][N:10]([C:13]([O:15][CH2:16][C:17]3[CH:22]=[CH:21][CH:20]=[CH:19][CH:18]=3)=[O:14])[CH2:9][CH2:8]2)[C:3]1=[O:23].F[C:25]1[CH:30]=[CH:29][C:28]([S:31]([CH3:34])(=[O:33])=[O:32])=[CH:27][C:26]=1[F:35].C([O-])([O-])=O.[Na+].[Na+].O. Product: [F:35][C:26]1[CH:27]=[C:28]([S:31]([CH3:34])(=[O:33])=[O:32])[CH:29]=[CH:30][C:25]=1[NH:1][C@H:2]1[CH2:6][CH2:5][N:4]([CH:7]2[CH2:12][CH2:11][N:10]([C:13]([O:15][CH2:16][C:17]3[CH:22]=[CH:21][CH:20]=[CH:19][CH:18]=3)=[O:14])[CH2:9][CH2:8]2)[C:3]1=[O:23]. The catalyst class is: 16. (5) Reactant: COC[N:4]([C:13]1[CH:14]=[CH:15][CH:16]=[C:17]2[C:21]=1[N:20](COC)[C:19]([C:25]1[N:29]([CH3:30])[N:28]=[CH:27][N:26]=1)=[CH:18]2)[S:5]([C:8]1[S:9][CH:10]=[CH:11][CH:12]=1)(=[O:7])=[O:6].Cl.C(=O)(O)[O-].[Na+]. Product: [CH3:30][N:29]1[C:25]([C:19]2[NH:20][C:21]3[C:17]([CH:18]=2)=[CH:16][CH:15]=[CH:14][C:13]=3[NH:4][S:5]([C:8]2[S:9][CH:10]=[CH:11][CH:12]=2)(=[O:6])=[O:7])=[N:26][CH:27]=[N:28]1. The catalyst class is: 5.